From a dataset of Cav3 T-type calcium channel HTS with 100,875 compounds. Binary Classification. Given a drug SMILES string, predict its activity (active/inactive) in a high-throughput screening assay against a specified biological target. (1) The compound is S(CC(=O)NCCc1ccccc1)c1oc(nn1)COc1cc(ccc1)C. The result is 0 (inactive). (2) The drug is O=C(Nc1c(N2CCN(CC2)C)ccc([N+]([O-])=O)c1)c1ccc(OC)cc1. The result is 0 (inactive). (3) The molecule is o1c(c2cc(nc(NC(=O)C)c2C#N)CC(C)C)ccc1. The result is 0 (inactive). (4) The compound is Clc1c(Oc2snnc2)cccc1Cl. The result is 0 (inactive). (5) The compound is O(C(=O)N1CCN(CC1)C(=O)C(n1nnc(c1)C(NC(OC(C)(C)C)=O)CO)CCC(OC(C)(C)C)=O)C(C)(C)C. The result is 0 (inactive). (6) The compound is S(=O)(=O)(N1CCC2(OCCO2)CC1)N1CCC(CC1)C(=O)NCc1occc1. The result is 0 (inactive). (7) The molecule is Clc1c(n2c(=O)[nH]c(N3CCN(CC3)c3c(OC)cccc3)cc2=O)cccc1. The result is 0 (inactive).